This data is from Reaction yield outcomes from USPTO patents with 853,638 reactions. The task is: Predict the reaction yield, written as a fraction of the theoretical maximum amount of product (1.0 means a 100% yield; for example, 0.34 means a 34% yield). (1) The yield is 0.200. The catalyst is C1C=CC(/C=C/C(/C=C/C2C=CC=CC=2)=O)=CC=1.C1C=CC(/C=C/C(/C=C/C2C=CC=CC=2)=O)=CC=1.C1C=CC(/C=C/C(/C=C/C2C=CC=CC=2)=O)=CC=1.C(Cl)(Cl)Cl.[Pd].[Pd].C(O)(C)C. The reactants are FC(F)(F)S(O[C:7]1[CH:18]=[C:17]([O:19][CH2:20][C:21]2[CH:26]=[CH:25][CH:24]=[C:23]([O:27][CH2:28][C:29]3[CH:34]=[CH:33][CH:32]=[CH:31][CH:30]=3)[CH:22]=2)[C:10]2[CH:11]=[C:12]([C:14](=[O:16])[CH3:15])[O:13][C:9]=2[CH:8]=1)(=O)=O.[C:37]([NH2:40])(=[O:39])[CH3:38].P([O-])([O-])([O-])=O.[K+].[K+].[K+].C(P(C(C)(C)C)C1C=CC=CC=1C1C(C(C)C)=CC(C(C)C)=CC=1C(C)C)(C)(C)C. The product is [C:14]([C:12]1[O:13][C:9]2[CH:8]=[C:7]([NH:40][C:37](=[O:39])[CH3:38])[CH:18]=[C:17]([O:19][CH2:20][C:21]3[CH:26]=[CH:25][CH:24]=[C:23]([O:27][CH2:28][C:29]4[CH:30]=[CH:31][CH:32]=[CH:33][CH:34]=4)[CH:22]=3)[C:10]=2[CH:11]=1)(=[O:16])[CH3:15]. (2) The catalyst is CC#N. The product is [ClH:19].[Cl:19][CH:11]([C:6]1[C:7](=[O:10])[C:8]([OH:9])=[C:3]([CH2:1][CH3:2])[NH:4][CH:5]=1)[C:12]([F:15])([F:14])[F:13]. The yield is 0.810. The reactants are [CH2:1]([C:3]1[NH:4][CH:5]=[C:6]([CH:11](O)[C:12]([F:15])([F:14])[F:13])[C:7](=[O:10])[C:8]=1[OH:9])[CH3:2].S(Cl)([Cl:19])=O. (3) The reactants are [CH3:1][C:2]([OH:16])([CH3:15])[CH2:3][C:4]1[N:5]([CH:9]2[CH2:14][CH2:13][CH2:12][CH2:11][O:10]2)[CH:6]=[CH:7][N:8]=1.C1C(=O)N([Br:24])C(=O)C1. The catalyst is CN(C=O)C. The product is [Br:24][C:7]1[N:8]=[C:4]([CH2:3][C:2]([CH3:1])([OH:16])[CH3:15])[N:5]([CH:9]2[CH2:14][CH2:13][CH2:12][CH2:11][O:10]2)[CH:6]=1. The yield is 0.340. (4) The reactants are [OH:1][C:2]12[CH2:11][CH:6]3[CH2:7][CH:8]([CH2:10][CH:4]([CH:5]3[NH:12][C:13]([C:15]3[CH:28]=[CH:27][C:18]4[N:19]([CH2:22][CH2:23][N:24]=[N+]=[N-])[CH:20]=[N:21][C:17]=4[CH:16]=3)=[O:14])[CH2:3]1)[CH2:9]2. The catalyst is CO.[Pd]. The product is [OH:1][C:2]12[CH2:3][CH:4]3[CH2:10][CH:8]([CH2:7][CH:6]([CH:5]3[NH:12][C:13]([C:15]3[CH:28]=[CH:27][C:18]4[N:19]([CH2:22][CH2:23][NH2:24])[CH:20]=[N:21][C:17]=4[CH:16]=3)=[O:14])[CH2:11]1)[CH2:9]2. The yield is 0.750. (5) The reactants are C(OC(N1CC(O[C:14]2[C:23]3[C:18](=[CH:19][C:20](OC)=[CH:21][CH:22]=3)[CH:17]=[CH:16][N:15]=2)CC1C(O)=O)=O)(C)(C)C.C1(B(O)O)C=CC=CC=1.CC(C)([O-])C.[Na+]. The catalyst is C1COCC1. The product is [CH:14]1[C:23]2[C:18](=[CH:19][CH:20]=[CH:21][CH:22]=2)[CH:17]=[CH:16][N:15]=1. The yield is 0.830. (6) The reactants are [CH2:1]([N:8]1[C:16]2[C:11](=[CH:12][CH:13]=[CH:14][C:15]=2[C:17]2[CH:22]=[CH:21][C:20]([O:23][C:24]([F:27])([F:26])[F:25])=[CH:19][CH:18]=2)[CH:10]=[CH:9]1)[C:2]1[CH:7]=[CH:6][CH:5]=[CH:4][CH:3]=1.[C:28](Cl)(=[O:32])[C:29](Cl)=[O:30].[CH2:34]([OH:36])[CH3:35]. No catalyst specified. The product is [CH2:1]([N:8]1[C:16]2[C:11](=[CH:12][CH:13]=[CH:14][C:15]=2[C:17]2[CH:22]=[CH:21][C:20]([O:23][C:24]([F:27])([F:25])[F:26])=[CH:19][CH:18]=2)[C:10]([C:28](=[O:32])[C:29]([O:36][CH2:34][CH3:35])=[O:30])=[CH:9]1)[C:2]1[CH:3]=[CH:4][CH:5]=[CH:6][CH:7]=1. The yield is 0.610. (7) The reactants are C1C(=O)N([Br:8])C(=O)C1.[CH3:9][O:10][C:11](=[O:19])[C:12]1[CH:17]=[CH:16][CH:15]=[N:14][C:13]=1[OH:18]. The catalyst is C(Cl)Cl. The product is [CH3:9][O:10][C:11](=[O:19])[C:12]1[CH:17]=[C:16]([Br:8])[CH:15]=[N:14][C:13]=1[OH:18]. The yield is 0.980. (8) The reactants are [CH3:1][C:2]1[CH:7]=[CH:6][CH:5]=[C:4]([CH3:8])[C:3]=1[NH:9][C:10]1[N:14]2[CH:15]=[C:16]([F:19])[CH:17]=[CH:18][C:13]2=[N:12][C:11]=1[C:20]1[CH:28]=[CH:27][CH:26]=[CH:25][C:21]=1[C:22](O)=[O:23].[C:29]([O:33][C:34]([CH3:37])([CH3:36])[CH3:35])(=[O:32])[NH:30][NH2:31].CCN=C=NCCCN(C)C.Cl.O. The catalyst is CN(C=O)C. The product is [CH3:8][C:4]1[CH:5]=[CH:6][CH:7]=[C:2]([CH3:1])[C:3]=1[NH:9][C:10]1[N:14]2[CH:15]=[C:16]([F:19])[CH:17]=[CH:18][C:13]2=[N:12][C:11]=1[C:20]1[CH:28]=[CH:27][CH:26]=[CH:25][C:21]=1[C:22]([NH:31][NH:30][C:29]([O:33][C:34]([CH3:37])([CH3:36])[CH3:35])=[O:32])=[O:23]. The yield is 0.570. (9) The reactants are [Cl:1][Si:2]([Cl:5])(Cl)[Cl:3].[CH3:6][CH:7]([CH2:12][CH2:13][CH2:14][CH:15]([CH3:17])[CH3:16])[CH2:8][CH2:9][Mg]Br. The catalyst is O1CCCC1. The product is [CH3:6][CH:7]([CH2:12][CH2:13][CH2:14][CH:15]([CH3:17])[CH3:16])[CH2:8][CH2:9][Si:2]([Cl:5])([Cl:3])[Cl:1]. The yield is 0.810. (10) The reactants are [CH3:1][O:2][C:3](=[O:17])[CH2:4][C:5]1[C:6]([F:16])=[C:7]2[C:12](=[CH:13][C:14]=1[F:15])[N:11]=[CH:10][CH:9]=[CH:8]2.N1C=CC=CC=1.[Br:24]Br. The catalyst is C(Cl)(Cl)(Cl)Cl. The product is [CH3:1][O:2][C:3](=[O:17])[CH2:4][C:5]1[C:6]([F:16])=[C:7]2[C:12](=[CH:13][C:14]=1[F:15])[N:11]=[CH:10][C:9]([Br:24])=[CH:8]2. The yield is 0.670.